Dataset: Reaction yield outcomes from USPTO patents with 853,638 reactions. Task: Predict the reaction yield, written as a fraction of the theoretical maximum amount of product (1.0 means a 100% yield; for example, 0.34 means a 34% yield). (1) The reactants are [CH3:1][C:2]([C:13]1[CH:18]=[CH:17][C:16]([N:19]2[CH2:24][CH2:23][N:22]([CH3:25])[CH2:21][CH2:20]2)=[CH:15][CH:14]=1)(C(OCC)=O)[C:3]([O:5]CC)=[O:4]. The catalyst is Cl. The product is [CH3:25][N:22]1[CH2:21][CH2:20][N:19]([C:16]2[CH:15]=[CH:14][C:13]([CH:2]([CH3:1])[C:3]([OH:5])=[O:4])=[CH:18][CH:17]=2)[CH2:24][CH2:23]1. The yield is 0.700. (2) The reactants are [F:1][C:2]1[CH:3]=[C:4]([NH:28][C:29]([NH:31][C:32]2[CH:37]=[CH:36][CH:35]=[CH:34][N:33]=2)=[O:30])[CH:5]=[CH:6][C:7]=1[O:8][C:9]1[CH:14]=[CH:13][N:12]=[C:11]2[N:15](CC3C=CC(OC)=CC=3)[N:16]=[C:17]([CH3:18])[C:10]=12.FC(F)(F)C(O)=O. No catalyst specified. The product is [F:1][C:2]1[CH:3]=[C:4]([NH:28][C:29]([NH:31][C:32]2[CH:37]=[CH:36][CH:35]=[CH:34][N:33]=2)=[O:30])[CH:5]=[CH:6][C:7]=1[O:8][C:9]1[CH:14]=[CH:13][N:12]=[C:11]2[NH:15][N:16]=[C:17]([CH3:18])[C:10]=12. The yield is 0.850. (3) The reactants are [Cl:1][C:2]1[N:3]=[C:4]([N:9]2C(=O)C3C(=CC=CC=3)C2=O)[S:5][C:6]=1[O:7][CH3:8].NN.O. The catalyst is CO. The product is [Cl:1][C:2]1[N:3]=[C:4]([NH2:9])[S:5][C:6]=1[O:7][CH3:8]. The yield is 0.780. (4) The product is [CH2:43]([N:32]1[CH:31]=[C:30]2[C:34]([CH:35]=[C:36]([C:38]([NH:8][C:5]3[CH:4]=[CH:3][C:2]([CH3:1])=[CH:7][N:6]=3)=[O:39])[CH:37]=[C:29]2[O:28][C:27]2[CH:26]=[CH:25][C:24]([S:21]([CH3:23])(=[NH:20])=[O:22])=[CH:46][CH:45]=2)=[N:33]1)[CH3:44]. The yield is 0.860. The reactants are [CH3:1][C:2]1[CH:3]=[CH:4][C:5]([NH2:8])=[N:6][CH:7]=1.[Cl-].C[Al+]C.C(OC([N:20]=[S:21]([C:24]1[CH:46]=[CH:45][C:27]([O:28][C:29]2[C:30]3[C:34]([CH:35]=[C:36]([C:38](OCC)=[O:39])[CH:37]=2)=[N:33][N:32]([CH2:43][CH3:44])[CH:31]=3)=[CH:26][CH:25]=1)([CH3:23])=[O:22])=O)(C)(C)C.[C@H](O)(C([O-])=O)[C@@H](O)C([O-])=O.[Na+].[K+]. The catalyst is ClC(Cl)C.C(OCC)(=O)C.